This data is from Full USPTO retrosynthesis dataset with 1.9M reactions from patents (1976-2016). The task is: Predict the reactants needed to synthesize the given product. (1) Given the product [NH2:30][C:9]1[N:8]=[C:7]([O:6][C@@H:2]([CH3:1])[CH2:3][CH2:4][CH3:5])[N:15]=[C:14]2[C:10]=1[NH:11][C:12](=[O:28])[N:13]2[CH2:16][CH2:17][CH2:18][CH2:19][CH2:20][NH:21][CH:22]1[CH2:27][CH2:26][O:25][CH2:24][CH2:23]1, predict the reactants needed to synthesize it. The reactants are: [CH3:1][C@H:2]([O:6][C:7]1[N:15]=[C:14]2[C:10]([N:11]=[C:12]([O:28]C)[N:13]2[CH2:16][CH2:17][CH2:18][CH2:19][CH2:20][NH:21][CH:22]2[CH2:27][CH2:26][O:25][CH2:24][CH2:23]2)=[C:9]([NH2:30])[N:8]=1)[CH2:3][CH2:4][CH3:5].Cl.O1CCOCC1. (2) Given the product [N+:21]([C:24]1[CH:25]=[CH:26][C:27]([C:28]([O-:30])=[O:29])=[CH:31][CH:32]=1)([O-:23])=[O:22].[CH3:1][C@@:2]12[C@@H:18]([OH:19])[CH2:17][CH2:16][C@H:15]1[C@H:14]1[C@@H:5]([C:6]3[CH:7]=[CH:8][C:9]([OH:20])=[CH:10][C:11]=3[CH2:12][CH2:13]1)[CH2:4][CH2:3]2, predict the reactants needed to synthesize it. The reactants are: [CH3:1][C@@:2]12[C@@H:18]([OH:19])[CH2:17][CH2:16][C@H:15]1[C@H:14]1[C@@H:5]([C:6]3[CH:7]=[CH:8][C:9]([OH:20])=[CH:10][C:11]=3[CH2:12][CH2:13]1)[CH2:4][CH2:3]2.[N+:21]([C:24]1[CH:32]=[CH:31][C:27]([C:28]([OH:30])=[O:29])=[CH:26][CH:25]=1)([O-:23])=[O:22].